Dataset: Full USPTO retrosynthesis dataset with 1.9M reactions from patents (1976-2016). Task: Predict the reactants needed to synthesize the given product. (1) Given the product [Br:1][C:2]1[CH:8]=[CH:7][CH:6]=[C:4]2[C:3]=1[CH:9]=[N:40][N:5]2[C:10](=[O:13])[CH3:11].[Br:1][C:2]1[CH:8]=[CH:7][CH:6]=[C:4]2[C:3]=1[CH:9]=[N:40][NH:5]2, predict the reactants needed to synthesize it. The reactants are: [Br:1][C:2]1[C:3]([CH3:9])=[C:4]([CH:6]=[CH:7][CH:8]=1)[NH2:5].[C:10]([O-:13])(=O)[CH3:11].[K+].C(OC(=O)C)(=O)C.C1OCCOCCOCCOCCOCCOC1.[N:40](OCCC(C)C)=O. (2) Given the product [Cl:18][C:15]1[CH:16]=[CH:17][C:12]([S:9]([NH:8][C:6]2[CH:7]=[C:74]([Cl:76])[CH:3]=[CH:4][C:5]=2[S:23][CH2:52][CH3:53])(=[O:11])=[O:10])=[CH:13][C:14]=1[C:19]([F:21])([F:22])[F:20], predict the reactants needed to synthesize it. The reactants are: ClC1[CH:3]=[CH:4][C:5]([S:23][S:23][C:5]2[CH:4]=[CH:3]C(Cl)=[CH:7][C:6]=2[NH:8][S:9]([C:12]2[CH:17]=[CH:16][C:15]([Cl:18])=[C:14]([C:19]([F:22])([F:21])[F:20])[CH:13]=2)(=[O:11])=[O:10])=[C:6]([NH:8][S:9]([C:12]2[CH:17]=[CH:16][C:15]([Cl:18])=[C:14]([C:19]([F:22])([F:21])[F:20])[CH:13]=2)(=[O:11])=[O:10])[CH:7]=1.C([O-])(O)=O.[Na+].[C:52]1(P(C2C=CC=CC=2)C2C=CC=CC=2)C=CC=C[CH:53]=1.C(I)C.[CH2:74]([Cl:76])Cl. (3) Given the product [CH3:24][O:25][C:26]1[CH:34]=[C:33]([O:35][CH3:36])[CH:32]=[CH:31][C:27]=1[C:28]([NH:1][CH2:2][C@H:3]1[N:8]([C:9]([C:11]2[N:12]=[C:13]([CH3:23])[S:14][C:15]=2[C:16]2[CH:17]=[C:18]([CH3:22])[CH:19]=[CH:20][CH:21]=2)=[O:10])[CH2:7][C@@H:6]2[C@H:4]1[CH2:5]2)=[O:29], predict the reactants needed to synthesize it. The reactants are: [NH2:1][CH2:2][C@H:3]1[N:8]([C:9]([C:11]2[N:12]=[C:13]([CH3:23])[S:14][C:15]=2[C:16]2[CH:17]=[C:18]([CH3:22])[CH:19]=[CH:20][CH:21]=2)=[O:10])[CH2:7][C@@H:6]2[C@H:4]1[CH2:5]2.[CH3:24][O:25][C:26]1[CH:34]=[C:33]([O:35][CH3:36])[CH:32]=[CH:31][C:27]=1[C:28](O)=[O:29]. (4) Given the product [C:19]([C:17]1[CH:18]=[C:13]([NH:12][C:10](=[O:11])[CH2:9][NH2:8])[CH:14]=[C:15]([C:24]2[S:46][C:27]3=[N:28][C:29]([N:33]4[CH2:38][CH2:37][NH:36][CH2:35][CH2:34]4)=[CH:30][C:31](=[O:32])[N:26]3[N:25]=2)[CH:16]=1)(=[O:23])[CH3:20], predict the reactants needed to synthesize it. The reactants are: C(OC([NH:8][CH2:9][C:10]([NH:12][C:13]1[CH:14]=[C:15]([C:24]2[S:46][C:27]3=[N:28][C:29]([N:33]4[CH2:38][CH2:37][N:36](C(OC(C)(C)C)=O)[CH2:35][CH2:34]4)=[CH:30][C:31](=[O:32])[N:26]3[N:25]=2)[CH:16]=[C:17]([C:19]([OH:23])(C)[CH2:20]O)[CH:18]=1)=[O:11])=O)(C)(C)C.O. (5) Given the product [C:43]([OH:44])(=[O:27])[C:37]([OH:38])=[O:40].[OH:38][CH2:37][CH2:36][N:4]1[CH2:5][CH2:6][N:1]([C:7]2[C:16]3[C:11](=[CH:12][CH:13]=[CH:14][CH:15]=3)[CH:10]=[C:9]([C:17]3[CH:18]=[CH:19][C:20]([S:23](=[O:28])(=[O:27])[NH:24][CH2:25][CH3:26])=[CH:21][CH:22]=3)[N:8]=2)[CH2:2][CH2:3]1, predict the reactants needed to synthesize it. The reactants are: [N:1]1([C:7]2[C:16]3[C:11](=[CH:12][CH:13]=[CH:14][CH:15]=3)[CH:10]=[C:9]([C:17]3[CH:22]=[CH:21][C:20]([S:23](=[O:28])(=[O:27])[NH:24][CH2:25][CH3:26])=[CH:19][CH:18]=3)[N:8]=2)[CH2:6][CH2:5][NH:4][CH2:3][CH2:2]1.C(N(CC)CC)C.[CH2:36](Br)[CH2:37][OH:38].[OH2:40].CN(C)[CH:43]=[O:44]. (6) Given the product [NH2:1][C@H:2]([C:7]([OH:9])=[O:8])[CH2:3][CH2:4][S:5][CH3:6], predict the reactants needed to synthesize it. The reactants are: [NH2:1][C@@H:2]([C:7]([OH:9])=[O:8])[CH2:3][CH2:4][S:5][CH3:6].N[C@@H](C(O)=O)[C@@H](CC)C.N[C@H](C(O)=O)CC(C)C.N[C@@H](C(O)=O)CC(C)C.N[C@H](C(O)=O)C(C)C.N[C@@H](C(O)=O)C(C)C.